This data is from CYP2D6 inhibition data for predicting drug metabolism from PubChem BioAssay. The task is: Regression/Classification. Given a drug SMILES string, predict its absorption, distribution, metabolism, or excretion properties. Task type varies by dataset: regression for continuous measurements (e.g., permeability, clearance, half-life) or binary classification for categorical outcomes (e.g., BBB penetration, CYP inhibition). Dataset: cyp2d6_veith. (1) The molecule is CN(C/C=C\c1ccccc1)Cc1cccc2ccccc12. The result is 1 (inhibitor). (2) The molecule is COc1ccc(Oc2nc(C)cc(C)c2S(=O)(=O)c2ccc(C)cc2)cc1. The result is 0 (non-inhibitor). (3) The drug is COc1ccc(-c2nc3cnc(N4CCNCC4)nc3n(Cc3ccc(F)cc3)c2=O)cc1. The result is 0 (non-inhibitor). (4) The molecule is CCOc1ccc(-c2c[n+](=O)c3c(n2[O-])CCCC3)c(OCC)c1. The result is 0 (non-inhibitor). (5) The drug is CCOC(=O)Nc1ccc2c(c1)N(C(=O)CCN1CCN(C)CC1)c1ccccc1S2.Cl. The result is 0 (non-inhibitor). (6) The molecule is O=C1C2C3C=CC([C@@H]2C(=O)N1C1CCCCC1)[C@H]1C(=O)N(C2CCCCC2)C(=O)C31. The result is 0 (non-inhibitor).